From a dataset of Reaction yield outcomes from USPTO patents with 853,638 reactions. Predict the reaction yield, written as a fraction of the theoretical maximum amount of product (1.0 means a 100% yield; for example, 0.34 means a 34% yield). The reactants are [Cl:1][C:2]1[CH:3]=[C:4]([S:24]([NH:27][CH2:28][CH2:29][CH2:30][CH2:31][CH2:32][CH2:33][C:34]([O:36]CC)=O)(=[O:26])=[O:25])[CH:5]=[CH:6][C:7]=1[C:8](=[O:23])[NH:9][C:10]1[CH:15]=[CH:14][C:13]([Cl:16])=[C:12]([C:17]2[CH:22]=[CH:21][CH:20]=[CH:19][N:18]=2)[CH:11]=1.Cl.[NH2:40][OH:41]. No catalyst specified. The product is [Cl:1][C:2]1[CH:3]=[C:4]([S:24](=[O:26])(=[O:25])[NH:27][CH2:28][CH2:29][CH2:30][CH2:31][CH2:32][CH2:33][C:34]([NH:40][OH:41])=[O:36])[CH:5]=[CH:6][C:7]=1[C:8]([NH:9][C:10]1[CH:15]=[CH:14][C:13]([Cl:16])=[C:12]([C:17]2[CH:22]=[CH:21][CH:20]=[CH:19][N:18]=2)[CH:11]=1)=[O:23]. The yield is 0.320.